This data is from NCI-60 drug combinations with 297,098 pairs across 59 cell lines. The task is: Regression. Given two drug SMILES strings and cell line genomic features, predict the synergy score measuring deviation from expected non-interaction effect. (1) Drug 1: C1CC(=O)NC(=O)C1N2CC3=C(C2=O)C=CC=C3N. Drug 2: CC1=C2C(C(=O)C3(C(CC4C(C3C(C(C2(C)C)(CC1OC(=O)C(C(C5=CC=CC=C5)NC(=O)C6=CC=CC=C6)O)O)OC(=O)C7=CC=CC=C7)(CO4)OC(=O)C)O)C)OC(=O)C. Cell line: NCI-H226. Synergy scores: CSS=16.5, Synergy_ZIP=-6.37, Synergy_Bliss=-5.68, Synergy_Loewe=-52.2, Synergy_HSA=-3.75. (2) Drug 1: C1=NC2=C(N1)C(=S)N=C(N2)N. Drug 2: C1=CC=C(C(=C1)C(C2=CC=C(C=C2)Cl)C(Cl)Cl)Cl. Cell line: SF-295. Synergy scores: CSS=30.5, Synergy_ZIP=-0.222, Synergy_Bliss=-2.17, Synergy_Loewe=-21.5, Synergy_HSA=-2.83. (3) Drug 1: C1CCC(C1)C(CC#N)N2C=C(C=N2)C3=C4C=CNC4=NC=N3. Drug 2: COC1=NC(=NC2=C1N=CN2C3C(C(C(O3)CO)O)O)N. Cell line: RPMI-8226. Synergy scores: CSS=-8.19, Synergy_ZIP=6.17, Synergy_Bliss=5.44, Synergy_Loewe=-6.42, Synergy_HSA=-4.02. (4) Cell line: COLO 205. Synergy scores: CSS=59.4, Synergy_ZIP=3.34, Synergy_Bliss=2.21, Synergy_Loewe=-9.57, Synergy_HSA=3.45. Drug 1: CCCS(=O)(=O)NC1=C(C(=C(C=C1)F)C(=O)C2=CNC3=C2C=C(C=N3)C4=CC=C(C=C4)Cl)F. Drug 2: CNC(=O)C1=NC=CC(=C1)OC2=CC=C(C=C2)NC(=O)NC3=CC(=C(C=C3)Cl)C(F)(F)F. (5) Drug 1: C1=C(C(=O)NC(=O)N1)F. Drug 2: CN1C(=O)N2C=NC(=C2N=N1)C(=O)N. Cell line: MALME-3M. Synergy scores: CSS=38.1, Synergy_ZIP=7.02, Synergy_Bliss=9.92, Synergy_Loewe=1.14, Synergy_HSA=7.05. (6) Drug 1: COC1=CC(=CC(=C1O)OC)C2C3C(COC3=O)C(C4=CC5=C(C=C24)OCO5)OC6C(C(C7C(O6)COC(O7)C8=CC=CS8)O)O. Drug 2: CN(C)N=NC1=C(NC=N1)C(=O)N. Cell line: RPMI-8226. Synergy scores: CSS=51.7, Synergy_ZIP=0.130, Synergy_Bliss=0.0305, Synergy_Loewe=-28.4, Synergy_HSA=0.883. (7) Drug 2: C(=O)(N)NO. Drug 1: CC1=C(C(=CC=C1)Cl)NC(=O)C2=CN=C(S2)NC3=CC(=NC(=N3)C)N4CCN(CC4)CCO. Synergy scores: CSS=5.04, Synergy_ZIP=1.43, Synergy_Bliss=3.66, Synergy_Loewe=-8.45, Synergy_HSA=-1.95. Cell line: HCT116. (8) Drug 1: COC1=CC(=CC(=C1O)OC)C2C3C(COC3=O)C(C4=CC5=C(C=C24)OCO5)OC6C(C(C7C(O6)COC(O7)C8=CC=CS8)O)O. Drug 2: C1=C(C(=O)NC(=O)N1)F. Cell line: ACHN. Synergy scores: CSS=75.5, Synergy_ZIP=1.63, Synergy_Bliss=1.46, Synergy_Loewe=-0.148, Synergy_HSA=8.14. (9) Drug 1: CS(=O)(=O)CCNCC1=CC=C(O1)C2=CC3=C(C=C2)N=CN=C3NC4=CC(=C(C=C4)OCC5=CC(=CC=C5)F)Cl. Drug 2: C1=NC2=C(N1)C(=S)N=CN2. Cell line: RXF 393. Synergy scores: CSS=16.2, Synergy_ZIP=-11.5, Synergy_Bliss=-12.2, Synergy_Loewe=-17.9, Synergy_HSA=-11.4. (10) Drug 1: CC1=C2C(C(=O)C3(C(CC4C(C3C(C(C2(C)C)(CC1OC(=O)C(C(C5=CC=CC=C5)NC(=O)OC(C)(C)C)O)O)OC(=O)C6=CC=CC=C6)(CO4)OC(=O)C)OC)C)OC. Drug 2: CC1CCC2CC(C(=CC=CC=CC(CC(C(=O)C(C(C(=CC(C(=O)CC(OC(=O)C3CCCCN3C(=O)C(=O)C1(O2)O)C(C)CC4CCC(C(C4)OC)OCCO)C)C)O)OC)C)C)C)OC. Cell line: HL-60(TB). Synergy scores: CSS=64.6, Synergy_ZIP=7.95, Synergy_Bliss=7.58, Synergy_Loewe=-12.1, Synergy_HSA=7.14.